From a dataset of Drug-target binding data from BindingDB using IC50 measurements. Regression. Given a target protein amino acid sequence and a drug SMILES string, predict the binding affinity score between them. We predict pIC50 (pIC50 = -log10(IC50 in M); higher means more potent). Dataset: bindingdb_ic50. (1) The small molecule is CS(=O)(=O)Nc1ccc([N+](=O)[O-])cc1OC1CCCCC1. The target protein (P23219) has sequence MSRSLLLWFLLFLLLLPPLPVLLADPGAPTPVNPCCYYPCQHQGICVRFGLDRYQCDCTRTGYSGPNCTIPGLWTWLRNSLRPSPSFTHFLLTHGRWFWEFVNATFIREMLMRLVLTVRSNLIPSPPTYNSAHDYISWESFSNVSYYTRILPSVPKDCPTPMGTKGKKQLPDAQLLARRFLLRRKFIPDPQGTNLMFAFFAQHFTHQFFKTSGKMGPGFTKALGHGVDLGHIYGDNLERQYQLRLFKDGKLKYQVLDGEMYPPSVEEAPVLMHYPRGIPPQSQMAVGQEVFGLLPGLMLYATLWLREHNRVCDLLKAEHPTWGDEQLFQTTRLILIGETIKIVIEEYVQQLSGYFLQLKFDPELLFGVQFQYRNRIAMEFNHLYHWHPLMPDSFKVGSQEYSYEQFLFNTSMLVDYGVEALVDAFSRQIAGRIGGGRNMDHHILHVAVDVIRESREMRLQPFNEYRKRFGMKPYTSFQELVGEKEMAAELEELYGDIDAL.... The pIC50 is 5.0. (2) The compound is C=CC(=O)Nc1cc(-n2c(=O)ccc3cnc4ccc(-c5ccc(NS(C)(=O)=O)cc5)cc4c32)ccc1C. The target protein sequence is GEAPNQALLRILKETEFKKIKVLGSGAFGTVYKGLWIPEGEKVKIPVAIKELREATSPKANKEILDEAYVMASVDNPHVCRLLGICLTSTVQLIMQLMPFGCLLDYVREHKDNIGSQYLLNWCVQIAKGMNYLEDRRLVHRDLAARNVLVKTPQHVKITDFGLAKLLGAEEKEYHAEGGKVPIKWMALESILHRIYTHQSDVWSYGVTVWELMTFGSKPYDGIPASEISSILEKGERLPQPPICTIDVYMIMVKCWMIDADSRPKFRELIIEFSKMARDPQRYLVIQGDERMHLPSPTDSNFYRALMDEEDMDDVVDADEYLIPQQGFFSSPSTSRTPLLSSLSATSNNSTVACIDRNGLQSCPIKEDSFLQRYSSDPTGALTEDSIDDTFLPVPEYINQSVPKRPAGSVQNPVYHNQPLNPAPSRDPHYQDPHSTAVGNPEYLNTVQPTCVNSTFDSPAHWAQKGSHQISLDNPDYQQDFFPKEAKPNGIFKGSTAENA.... The pIC50 is 5.4.